Dataset: Forward reaction prediction with 1.9M reactions from USPTO patents (1976-2016). Task: Predict the product of the given reaction. (1) Given the reactants Cl[C:2]1[N:11]=[CH:10][CH:9]=[C:8]2[C:3]=1[CH:4]=[CH:5][N:6]=[C:7]2[NH2:12].[CH2:13](B(O)O)[CH:14]([CH3:16])[CH3:15].O.P([O-])([O-])([O-])=O.[K+].[K+].[K+].COC1C=CC=C(OC)C=1C1C=CC=CC=1P(C1CCCCC1)C1CCCCC1, predict the reaction product. The product is: [CH2:13]([C:2]1[N:11]=[CH:10][CH:9]=[C:8]2[C:3]=1[CH:4]=[CH:5][N:6]=[C:7]2[NH2:12])[CH:14]([CH3:16])[CH3:15]. (2) Given the reactants [Br:1][C:2]1[CH:3]=[C:4]([N+:9]([O-])=O)[CH:5]=[C:6]([I:8])[CH:7]=1, predict the reaction product. The product is: [Br:1][C:2]1[CH:3]=[C:4]([CH:5]=[C:6]([I:8])[CH:7]=1)[NH2:9]. (3) Given the reactants [Cl:1][C:2]1[N:7]=[C:6]([NH:8]C(=O)OC(C)(C)C)[C:5]([CH:16]=[N:17][OH:18])=[CH:4][CH:3]=1, predict the reaction product. The product is: [ClH:1].[NH2:8][C:6]1[C:5]([CH:16]=[N:17][OH:18])=[CH:4][CH:3]=[C:2]([Cl:1])[N:7]=1.